From a dataset of Full USPTO retrosynthesis dataset with 1.9M reactions from patents (1976-2016). Predict the reactants needed to synthesize the given product. (1) The reactants are: [Si]([O:8][CH2:9][C:10]1[CH:11]=[CH:12][CH:13]=[C:14]2[C:18]=1[NH:17][CH:16]=[C:15]2[C:19](=[O:28])[CH:20](Cl)[C:21]1[CH:26]=[CH:25][CH:24]=[CH:23][CH:22]=1)(C(C)(C)C)(C)C.[CH3:29][O:30][C:31]1[CH:32]=[C:33]([CH:35]=[C:36]([O:38][CH3:39])[CH:37]=1)[NH2:34]. Given the product [CH3:39][O:38][C:36]1[CH:35]=[C:33]([NH:34][CH:20]([C:21]2[CH:26]=[CH:25][CH:24]=[CH:23][CH:22]=2)[C:19]([C:15]2[C:14]3[C:18](=[C:10]([CH2:9][OH:8])[CH:11]=[CH:12][CH:13]=3)[NH:17][CH:16]=2)=[O:28])[CH:32]=[C:31]([O:30][CH3:29])[CH:37]=1, predict the reactants needed to synthesize it. (2) Given the product [Cl:9][C:3]1[C:2]2=[N:1][C:10]([OH:14])=[C:11]([CH3:13])[N:8]=[C:7]2[CH:6]=[CH:5][N:4]=1, predict the reactants needed to synthesize it. The reactants are: [NH2:1][C:2]1[C:3]([Cl:9])=[N:4][CH:5]=[CH:6][C:7]=1[NH2:8].[C:10](O)(=[O:14])[C:11]([CH3:13])=O. (3) Given the product [CH3:1][C:2]1[CH:7]=[CH:6][CH:5]=[C:4]([CH3:8])[C:3]=1[NH:9][C:10](=[O:32])[CH2:11][N:47]1[CH2:46][CH2:45][N:44]([CH2:50][CH:51]([OH:53])[CH2:52][O:39][CH2:38][C:37]2[CH:40]=[CH:41][C:34]([F:33])=[CH:35][CH:36]=2)[C:43]([CH3:49])([CH3:42])[CH2:48]1.[CH3:1][C:2]1[CH:7]=[CH:6][CH:5]=[C:4]([CH3:8])[C:3]=1[NH:9][C:10](=[O:32])[CH2:11][N:12]1[CH2:17][CH2:16][N:15]([CH2:18][CH:19]([OH:31])[CH2:20][O:21][CH2:22][CH:34]2[CH2:41][CH2:40][CH2:37][CH2:36][CH2:35]2)[CH2:14][CH2:13]1, predict the reactants needed to synthesize it. The reactants are: [CH3:1][C:2]1[CH:7]=[CH:6][CH:5]=[C:4]([CH3:8])[C:3]=1[NH:9][C:10](=[O:32])[CH2:11][N:12]1[CH2:17][CH2:16][N:15]([CH2:18][CH:19]([OH:31])[CH2:20][O:21][CH:22]2CC3C(=CC=CC=3)C2)[CH2:14][CH2:13]1.[F:33][C:34]1[CH:41]=[CH:40][C:37]([CH2:38][OH:39])=[CH:36][CH:35]=1.[CH3:42][C:43]1([CH3:49])[CH2:48][NH:47][CH2:46][CH2:45][NH:44]1.[CH3:50][CH:51]([OH:53])[CH3:52]. (4) The reactants are: C(OC(=O)[NH:7][CH:8]1[CH2:13][C@@H:12]([C:14]2[CH:19]=[CH:18][CH:17]=[CH:16][C:15]=2[CH3:20])[C@@H:11]([CH3:21])[N:10]([CH2:22][C:23]([F:26])([F:25])[F:24])[C:9]1=[O:27])(C)(C)C.Cl.[CH3:30][C:31]1[CH:39]=[CH:38][C:34]([C:35]([OH:37])=[O:36])=[CH:33][CH:32]=1. Given the product [CH3:30][C:31]1[CH:39]=[CH:38][C:34]([C:35]([O-:37])=[O:36])=[CH:33][CH:32]=1.[CH3:21][C@H:11]1[N:10]([CH2:22][C:23]([F:25])([F:26])[F:24])[C:9](=[O:27])[C@@H:8]([NH3+:7])[CH2:13][C@H:12]1[C:14]1[CH:19]=[CH:18][CH:17]=[CH:16][C:15]=1[CH3:20], predict the reactants needed to synthesize it. (5) Given the product [F:8][C:6]1[CH:7]=[C:2]([F:1])[CH:3]=[C:4]2[C:5]=1[CH2:13][CH2:14][C:10](=[O:12])[CH2:9]2, predict the reactants needed to synthesize it. The reactants are: [F:1][C:2]1[CH:3]=[C:4]([CH2:9][C:10]([OH:12])=O)[CH:5]=[C:6]([F:8])[CH:7]=1.[C:13](Cl)(=O)[C:14](Cl)=O.[Cl-].[Al+3].[Cl-].[Cl-].Cl. (6) Given the product [Br:1][C:2]1[CH:10]=[CH:9][C:5]2[C:6](=[O:8])[NH:19][C:12]3[CH:17]=[CH:16][CH:15]=[CH:14][C:13]=3[NH:18][C:4]=2[CH:3]=1, predict the reactants needed to synthesize it. The reactants are: [Br:1][C:2]1[CH:10]=[CH:9][C:5]([C:6]([OH:8])=O)=[C:4](Cl)[CH:3]=1.[C:12]1([NH2:19])[C:13]([NH2:18])=[CH:14][CH:15]=[CH:16][CH:17]=1. (7) Given the product [Br:2][C:3]1[C:11]2[C:6](=[CH:7][CH:8]=[CH:9][CH:10]=2)[N:5]([C:12]2[CH:17]=[CH:16][CH:15]=[C:14]([F:18])[CH:13]=2)[C:4]=1[CH:19]([NH2:21])[CH3:20], predict the reactants needed to synthesize it. The reactants are: Cl.[Br:2][C:3]1[C:11]2[C:6](=[CH:7][CH:8]=[CH:9][CH:10]=2)[N:5]([C:12]2[CH:17]=[CH:16][CH:15]=[C:14]([F:18])[CH:13]=2)[C:4]=1[CH:19]([NH:21]C(=O)OC(C)(C)C)[CH3:20]. (8) Given the product [ClH:7].[C:8]([C:10]1[C:11]([NH:40][C:41]([C:43]2[O:44][CH:45]=[CH:46][CH:47]=2)=[O:42])=[N:12][C:13]([C:32]2[CH:37]=[CH:36][C:35]([F:38])=[CH:34][C:33]=2[OH:39])=[CH:14][C:15]=1[C:16]1[CH:21]=[CH:20][CH:19]=[C:18]([NH:22][C:23](=[O:31])[CH2:24][CH:25]([NH:28][CH2:29][CH3:30])[CH2:26][CH3:27])[CH:17]=1)#[N:9], predict the reactants needed to synthesize it. The reactants are: C(OCC)(=O)C.[ClH:7].[C:8]([C:10]1[C:11]([NH:40][C:41]([C:43]2[O:44][CH:45]=[CH:46][CH:47]=2)=[O:42])=[N:12][C:13]([C:32]2[CH:37]=[CH:36][C:35]([F:38])=[CH:34][C:33]=2[OH:39])=[CH:14][C:15]=1[C:16]1[CH:21]=[CH:20][CH:19]=[C:18]([NH:22][C:23](=[O:31])[CH2:24][CH:25]([NH:28][CH2:29][CH3:30])[CH2:26][CH3:27])[CH:17]=1)#[N:9].